Dataset: Full USPTO retrosynthesis dataset with 1.9M reactions from patents (1976-2016). Task: Predict the reactants needed to synthesize the given product. (1) Given the product [NH2:9][C:8]([C:6]1[CH:7]=[C:2]([Br:1])[CH:3]=[CH:4][C:5]=1[F:17])([CH:14]1[CH2:16][CH2:15]1)[CH2:12][OH:11], predict the reactants needed to synthesize it. The reactants are: [Br:1][C:2]1[CH:3]=[CH:4][C:5]([F:17])=[C:6]([C:8]2([CH:14]3[CH2:16][CH2:15]3)[CH2:12][O:11]C(=O)[NH:9]2)[CH:7]=1.O.[OH-].[Li+]. (2) Given the product [C:1]([O:5][C:6]([N:8]1[CH2:9][CH2:10][N:11]([C:14]2[CH:15]=[CH:16][C:17]([C:20]3[C:21]([CH3:35])=[N:22][O:23][C:24]=3[NH:25][C@H:26]([C:31]([OH:33])=[O:32])[CH2:27][CH:28]([CH3:30])[CH3:29])=[CH:18][CH:19]=2)[CH2:12][CH2:13]1)=[O:7])([CH3:2])([CH3:3])[CH3:4], predict the reactants needed to synthesize it. The reactants are: [C:1]([O:5][C:6]([N:8]1[CH2:13][CH2:12][N:11]([C:14]2[CH:19]=[CH:18][C:17]([C:20]3[C:21]([CH3:35])=[N:22][O:23][C:24]=3[NH:25][C@H:26]([C:31]([O:33]C)=[O:32])[CH2:27][CH:28]([CH3:30])[CH3:29])=[CH:16][CH:15]=2)[CH2:10][CH2:9]1)=[O:7])([CH3:4])([CH3:3])[CH3:2].[Li+].[OH-].Cl. (3) Given the product [CH3:46][N:47]1[CH2:54][CH2:53][CH2:52][C@@:48]1([CH3:55])[C:49]([NH:37][C@H:36]([C:35]([N:34]([C@@H:29]([C@@H:30]([CH3:33])[CH2:31][CH3:32])[C@H:28]([O:43][CH3:44])[CH2:27][C:26]([N:22]1[CH2:23][CH2:24][CH2:25][C@H:21]1[C@H:3]([O:2][CH3:1])[C@@H:4]([CH3:20])[C:5]([NH:7][C@H:8]([C:16]([OH:18])=[O:17])[CH2:9][C:10]1[CH:11]=[CH:12][CH:13]=[CH:14][CH:15]=1)=[O:6])=[O:45])[CH3:42])=[O:41])[CH:38]([CH3:39])[CH3:40])=[O:50], predict the reactants needed to synthesize it. The reactants are: [CH3:1][O:2][C@@H:3]([C@@H:21]1[CH2:25][CH2:24][CH2:23][N:22]1[C:26](=[O:45])[CH2:27][C@@H:28]([O:43][CH3:44])[C@@H:29]([N:34]([CH3:42])[C:35](=[O:41])[C@H:36]([CH:38]([CH3:40])[CH3:39])[NH2:37])[C@@H:30]([CH3:33])[CH2:31][CH3:32])[C@@H:4]([CH3:20])[C:5]([NH:7][C@H:8]([C:16]([O:18]C)=[O:17])[CH2:9][C:10]1[CH:15]=[CH:14][CH:13]=[CH:12][CH:11]=1)=[O:6].[CH3:46][N:47]1[CH2:54][CH2:53][CH2:52][C@@:48]1([CH3:55])[C:49](O)=[O:50].CN(C(ON1N=NC2C=CC=NC1=2)=[N+](C)C)C.F[P-](F)(F)(F)(F)F.CCN(C(C)C)C(C)C.[Li+].[OH-]. (4) Given the product [OH:38][B:34]1[C:28]2[CH:27]=[C:26]([O:25][C:22]3[CH:21]=[CH:20][CH:8]=[CH:24][CH:23]=3)[CH:31]=[CH:30][C:29]=2[CH:36]([CH2:1][S:2]([O:5][CH3:6])(=[O:4])=[O:3])[O:35]1, predict the reactants needed to synthesize it. The reactants are: [CH3:1][S:2]([O:5][CH3:6])(=[O:4])=[O:3].[Li][CH2:8]CCC.C(OC(N1[CH2:24][CH2:23][CH:22]([O:25][C:26]2[CH:31]=[CH:30][C:29](C=O)=[C:28]([B:34]3[O:38]C(C)(C)[C:36](C)(C)[O:35]3)[CH:27]=2)[CH2:21][CH2:20]1)=O)(C)(C)C. (5) Given the product [CH2:35]([O:34][C:31]1[N:30]=[CH:29][C:28]([C@H:15]2[N:14]([C:37]3[N:38]=[N:39][C:40]([CH3:43])=[CH:41][CH:42]=3)[C:13](=[O:44])[C:12]([OH:11])=[C:16]2[C:17](=[O:27])[C:18]2[CH:19]=[CH:20][C:21]([CH:24]([CH3:26])[CH3:25])=[CH:22][CH:23]=2)=[CH:33][CH:32]=1)[CH3:36], predict the reactants needed to synthesize it. The reactants are: COC(=O)[C@H]([O:11][C:12]1[C:13](=[O:44])[N:14]([C:37]2[N:38]=[N:39][C:40]([CH3:43])=[CH:41][CH:42]=2)[C@H:15]([C:28]2[CH:29]=[N:30][C:31]([O:34][CH2:35][CH3:36])=[CH:32][CH:33]=2)[C:16]=1[C:17](=[O:27])[C:18]1[CH:23]=[CH:22][C:21]([CH:24]([CH3:26])[CH3:25])=[CH:20][CH:19]=1)C1C=CC=CC=1. (6) Given the product [CH3:17][C:18]1[CH:23]=[CH:22][C:21]([N:24]2[C:28]3[C:29]4[C:33]([CH:34]=[CH:35][C:27]=3[C:26]([C:55](=[O:57])[CH3:1])=[N:25]2)=[N:32][N:31]([C:36]([C:37]2[CH:42]=[CH:41][CH:40]=[CH:39][CH:38]=2)([C:49]2[CH:54]=[CH:53][CH:52]=[CH:51][CH:50]=2)[C:43]2[CH:48]=[CH:47][CH:46]=[CH:45][CH:44]=2)[CH:30]=4)=[CH:20][CH:19]=1, predict the reactants needed to synthesize it. The reactants are: [CH2:1](N(CC)CC)C.C([Mg]Cl)C.C1COCC1.[CH3:17][C:18]1[CH:23]=[CH:22][C:21]([N:24]2[C:28]3[C:29]4[C:33]([CH:34]=[CH:35][C:27]=3[C:26]([C:55]([O:57]CC)=O)=[N:25]2)=[N:32][N:31]([C:36]([C:49]2[CH:54]=[CH:53][CH:52]=[CH:51][CH:50]=2)([C:43]2[CH:48]=[CH:47][CH:46]=[CH:45][CH:44]=2)[C:37]2[CH:42]=[CH:41][CH:40]=[CH:39][CH:38]=2)[CH:30]=4)=[CH:20][CH:19]=1. (7) The reactants are: C[O:2][C:3](=O)[C:4]1[CH:9]=[CH:8][CH:7]=[N:6][C:5]=1[C:10]1[CH:15]=[CH:14][C:13]([F:16])=[CH:12][C:11]=1[F:17].[H-].[H-].[H-].[H-].[Li+].[Al+3]. Given the product [F:17][C:11]1[CH:12]=[C:13]([F:16])[CH:14]=[CH:15][C:10]=1[C:5]1[C:4]([CH2:3][OH:2])=[CH:9][CH:8]=[CH:7][N:6]=1, predict the reactants needed to synthesize it.